This data is from Full USPTO retrosynthesis dataset with 1.9M reactions from patents (1976-2016). The task is: Predict the reactants needed to synthesize the given product. (1) The reactants are: [H-].[Na+].CI.CN(C=O)C.[C:10]([O:14][C:15](=[O:32])[NH:16][C:17]1[CH:22]=[CH:21][C:20]([B:23]2[O:27][C:26]([CH3:29])([CH3:28])[C:25]([CH3:31])([CH3:30])[O:24]2)=[CH:19][CH:18]=1)(C)(C)C. Given the product [CH3:10][O:14][C:15](=[O:32])[NH:16][C:17]1[CH:18]=[CH:19][C:20]([B:23]2[O:24][C:25]([CH3:30])([CH3:31])[C:26]([CH3:29])([CH3:28])[O:27]2)=[CH:21][CH:22]=1, predict the reactants needed to synthesize it. (2) Given the product [F:5][C:6]1[CH:7]=[C:8]2[C:14]([C:15](=[NH:16])[NH:17][NH2:27])=[N:13][N:12]([CH2:18][C:19]3[N:24]=[CH:23][CH:22]=[CH:21][N:20]=3)[C:9]2=[N:10][CH:11]=1, predict the reactants needed to synthesize it. The reactants are: C(O)(=O)C.[F:5][C:6]1[CH:7]=[C:8]2[C:14]([C:15](=[NH:17])[NH2:16])=[N:13][N:12]([CH2:18][C:19]3[N:24]=[CH:23][CH:22]=[CH:21][N:20]=3)[C:9]2=[N:10][CH:11]=1.C([N:27](CC)CC)C.O.NN. (3) Given the product [Br:22][C:23]1[CH:24]=[CH:25][C:26]([C@H:27]([CH:28]2[C:29](=[O:37])[O:30][C:31]([CH3:36])([CH3:35])[O:32][C:33]2=[O:34])[C:21]#[C:20][C:14]2[CH:19]=[CH:18][CH:17]=[CH:16][CH:15]=2)=[CH:38][CH:39]=1, predict the reactants needed to synthesize it. The reactants are: O=C1O[C@H]([C@H](CO)O)C([O-])=C1O.[Na+].[C:14]1([C:20]#[CH:21])[CH:19]=[CH:18][CH:17]=[CH:16][CH:15]=1.[Br:22][C:23]1[CH:39]=[CH:38][C:26]([CH:27]=[C:28]2[C:33](=[O:34])[O:32][C:31]([CH3:36])([CH3:35])[O:30][C:29]2=[O:37])=[CH:25][CH:24]=1. (4) Given the product [C:12]([O:11][C:9](=[O:10])[NH:16][C@@H:17]1[CH2:21][CH2:20][N:19]([C:5]2[N:4]=[N:3][C:2]([Br:1])=[CH:7][CH:6]=2)[CH2:18]1)([CH3:15])([CH3:13])[CH3:14], predict the reactants needed to synthesize it. The reactants are: [Br:1][C:2]1[N:3]=[N:4][C:5](Br)=[CH:6][CH:7]=1.[C:9]([NH:16][C@@H:17]1[CH2:21][CH2:20][NH:19][CH2:18]1)([O:11][C:12]([CH3:15])([CH3:14])[CH3:13])=[O:10].[F-].[Cs+].C(=O)([O-])[O-].[K+].[K+]. (5) The reactants are: C(N1C=CN=C1)(N1C=CN=C1)=O.[CH3:13][C@@:14]12[C@@H:21]([C:22](O)=[O:23])[CH:20]1[CH2:19][C@@H:18]1[C@@H:16]([C:17]1([CH3:26])[CH3:25])[CH2:15]2.Cl.[NH2:28][CH2:29][C:30]([NH2:32])=[O:31]. Given the product [NH2:32][C:30](=[O:31])[CH2:29][NH:28][C:22]([C@H:21]1[CH:20]2[C@:14]1([CH3:13])[CH2:15][C@H:16]1[C@@H:18]([CH2:19]2)[C:17]1([CH3:26])[CH3:25])=[O:23], predict the reactants needed to synthesize it. (6) Given the product [ClH:1].[C:6](=[O:12])([O:7][CH2:8][CH2:15][CH2:14][NH:13][CH3:18])[O:5][CH2:2][CH3:20], predict the reactants needed to synthesize it. The reactants are: [Cl:1][C:2]([O:5][C:6](=[O:12])[O:7][C:8](Cl)(Cl)Cl)(Cl)Cl.[N:13]1[CH:18]=CC=[CH:15][CH:14]=1.O1CCC[CH2:20]1. (7) Given the product [Cl:29][C:26]1[CH:27]=[CH:28][C:23]([NH:22][C:15](=[O:17])[C:14]2[CH:18]=[CH:19][CH:20]=[CH:21][C:13]=2[NH:12][C:11]([N:8]2[CH2:7][CH2:6][C:5]3([O:4][CH2:3][CH2:2][O:1]3)[CH2:10][CH2:9]2)=[O:16])=[N:24][CH:25]=1, predict the reactants needed to synthesize it. The reactants are: [O:1]1[C:5]2([CH2:10][CH2:9][N:8]([C:11]3[O:16][C:15](=[O:17])[C:14]4[CH:18]=[CH:19][CH:20]=[CH:21][C:13]=4[N:12]=3)[CH2:7][CH2:6]2)[O:4][CH2:3][CH2:2]1.[NH2:22][C:23]1[CH:28]=[CH:27][C:26]([Cl:29])=[CH:25][N:24]=1. (8) Given the product [F:32][C:2]([F:1])([F:31])[C:3]1([CH2:6][N:7]2[CH2:12][CH2:11][CH:10]([CH2:13][O:14][C:15]3[N:20]=[CH:19][C:18]([C:21]4[CH:30]=[CH:29][C:24]([C:25]([OH:27])=[O:26])=[CH:23][CH:22]=4)=[CH:17][CH:16]=3)[CH2:9][CH2:8]2)[CH2:5][CH2:4]1, predict the reactants needed to synthesize it. The reactants are: [F:1][C:2]([F:32])([F:31])[C:3]1([CH2:6][N:7]2[CH2:12][CH2:11][CH:10]([CH2:13][O:14][C:15]3[N:20]=[CH:19][C:18]([C:21]4[CH:30]=[CH:29][C:24]([C:25]([O:27]C)=[O:26])=[CH:23][CH:22]=4)=[CH:17][CH:16]=3)[CH2:9][CH2:8]2)[CH2:5][CH2:4]1.O[Li].O.